From a dataset of Forward reaction prediction with 1.9M reactions from USPTO patents (1976-2016). Predict the product of the given reaction. (1) Given the reactants I[C:2]1[CH:7]=[CH:6][N:5]=[CH:4][C:3]=1[N:8]([CH3:25])[C:9](=[O:24])[C:10]1[CH:15]=[C:14]([C:16]([F:19])([F:18])[F:17])[CH:13]=[C:12]([C:20]([F:23])([F:22])[F:21])[CH:11]=1.[Cl:26][C:27]1[C:28]([F:36])=[C:29](B(O)O)[CH:30]=[CH:31][CH:32]=1, predict the reaction product. The product is: [Cl:26][C:27]1[C:28]([F:36])=[C:29]([C:2]2[CH:7]=[CH:6][N:5]=[CH:4][C:3]=2[N:8]([CH3:25])[C:9](=[O:24])[C:10]2[CH:15]=[C:14]([C:16]([F:19])([F:18])[F:17])[CH:13]=[C:12]([C:20]([F:23])([F:22])[F:21])[CH:11]=2)[CH:30]=[CH:31][CH:32]=1. (2) Given the reactants [CH3:1][C:2]1[CH:9]=[CH:8][C:7]([C:10]2[CH:15]=[CH:14][CH:13]=[CH:12][CH:11]=2)=[CH:6][C:3]=1[CH2:4]Br.[C-]#N.[Na+].C[N:20](C)[CH:21]=[O:22], predict the reaction product. The product is: [CH3:1][C:2]1[CH:9]=[CH:8][C:7]([C:10]2[CH:15]=[CH:14][CH:13]=[CH:12][CH:11]=2)=[CH:6][C:3]=1[CH2:4][N:20]=[C:21]=[O:22]. (3) Given the reactants [CH3:1][O:2][C:3]1[CH:20]=[CH:19][CH:18]=[CH:17][C:4]=1[CH2:5][N:6]1[CH2:15][C:14]2[C:9](=[CH:10][CH:11]=[CH:12][CH:13]=2)[NH:8][C:7]1=[S:16].[CH3:21]I, predict the reaction product. The product is: [CH3:1][O:2][C:3]1[CH:20]=[CH:19][CH:18]=[CH:17][C:4]=1[CH2:5][N:6]1[CH2:15][C:14]2[C:9](=[CH:10][CH:11]=[CH:12][CH:13]=2)[N:8]=[C:7]1[S:16][CH3:21]. (4) Given the reactants [CH2:1]([N:5]1[CH2:10][CH2:9][N:8]([C:11]([O:13][C:14]([CH3:17])([CH3:16])[CH3:15])=[O:12])[CH2:7][C:6]1=[O:18])[CH2:2][CH:3]=C.O.I([O-])(=O)(=O)=[O:21].[Na+], predict the reaction product. The product is: [O:18]=[C:6]1[N:5]([CH2:1][CH2:2][CH:3]=[O:21])[CH2:10][CH2:9][N:8]([C:11]([O:13][C:14]([CH3:17])([CH3:16])[CH3:15])=[O:12])[CH2:7]1. (5) Given the reactants [F:1][C:2]1[CH:22]=[CH:21][C:5]([O:6][CH:7]([CH2:13][C:14]2[CH:19]=[CH:18][C:17]([OH:20])=[CH:16][CH:15]=2)[C:8]([O:10][CH2:11][CH3:12])=[O:9])=[CH:4][CH:3]=1.[H-].[Na+].CS(O[CH2:30][CH2:31][O:32][N:33]=[C:34]([C:36]1[CH:41]=[CH:40][C:39]([C:42]2[CH:47]=[CH:46][C:45]([F:48])=[CH:44][CH:43]=2)=[CH:38][CH:37]=1)[CH3:35])(=O)=O, predict the reaction product. The product is: [F:48][C:45]1[CH:44]=[CH:43][C:42]([C:39]2[CH:40]=[CH:41][C:36]([C:34](=[N:33][O:32][CH2:31][CH2:30][O:20][C:17]3[CH:16]=[CH:15][C:14]([CH2:13][CH:7]([O:6][C:5]4[CH:21]=[CH:22][C:2]([F:1])=[CH:3][CH:4]=4)[C:8]([O:10][CH2:11][CH3:12])=[O:9])=[CH:19][CH:18]=3)[CH3:35])=[CH:37][CH:38]=2)=[CH:47][CH:46]=1. (6) Given the reactants [CH3:1][O:2][C:3](=[O:12])[C:4]1[CH:9]=[CH:8][C:7]([CH2:10][NH2:11])=[CH:6][CH:5]=1.CCN(C(C)C)C(C)C.[CH3:22][N:23]([CH3:28])[S:24](Cl)(=[O:26])=[O:25], predict the reaction product. The product is: [CH3:22][N:23]([CH3:28])[S:24]([NH:11][CH2:10][C:7]1[CH:8]=[CH:9][C:4]([C:3]([O:2][CH3:1])=[O:12])=[CH:5][CH:6]=1)(=[O:26])=[O:25].